This data is from Full USPTO retrosynthesis dataset with 1.9M reactions from patents (1976-2016). The task is: Predict the reactants needed to synthesize the given product. (1) Given the product [CH3:22][C:19]1[CH:20]=[C:21]([CH:36]=[O:37])[N:17]2[C:18]=1[C:13]1([CH2:27][CH2:28][N:10]([C:8](=[O:9])[C:7]([F:6])([F:29])[F:30])[CH2:11][CH2:12]1)[O:14][C:15]1[CH:26]=[CH:25][CH:24]=[CH:23][C:16]2=1, predict the reactants needed to synthesize it. The reactants are: O=P(Cl)(Cl)Cl.[F:6][C:7]([F:30])([F:29])[C:8]([N:10]1[CH2:28][CH2:27][C:13]2([C:18]3=[C:19]([CH3:22])[CH:20]=[CH:21][N:17]3[C:16]3[CH:23]=[CH:24][CH:25]=[CH:26][C:15]=3[O:14]2)[CH2:12][CH2:11]1)=[O:9].[OH-].[Na+].CN([CH:36]=[O:37])C. (2) Given the product [NH:13]1[C:14]2[C:19](=[CH:18][CH:17]=[CH:16][CH:15]=2)[CH:11]=[C:12]1[NH2:40], predict the reactants needed to synthesize it. The reactants are: C(OC([C:11]1[C:19]2[C:14](=[CH:15][CH:16]=[C:17](OS(C(F)(F)C(F)(F)C(F)(F)C(F)(F)F)(=O)=O)[CH:18]=2)[NH:13][C:12]=1C)=O)C1C=CC=CC=1.C([N:40](CC)CC)C.CN(CC#C)C.C(OCC)(=O)C.CO.C(N(CC)CC)C. (3) Given the product [C:22]([N:7]1[CH2:6][CH2:5][C:4]2[N:3]=[C:2]([Cl:1])[CH:11]=[CH:10][C:9]=2[CH:8]1[CH2:12][CH:13]=[CH2:14])(=[O:25])[CH:23]=[CH2:24], predict the reactants needed to synthesize it. The reactants are: [Cl:1][C:2]1[CH:11]=[CH:10][C:9]2[CH:8]([CH2:12][CH:13]=[CH2:14])[NH:7][CH2:6][CH2:5][C:4]=2[N:3]=1.C(N(CC)CC)C.[C:22](Cl)(=[O:25])[CH:23]=[CH2:24]. (4) Given the product [NH:1]1[C:9]2[C:4](=[CH:5][C:6]([NH:10][CH:11]3[CH2:16][CH2:15][CH:14]([NH:22][CH2:18][CH:19]([CH3:21])[CH3:20])[CH2:13][CH2:12]3)=[CH:7][CH:8]=2)[CH:3]=[N:2]1, predict the reactants needed to synthesize it. The reactants are: [NH:1]1[C:9]2[C:4](=[CH:5][C:6]([NH:10][CH:11]3[CH2:16][CH2:15][C:14](=O)[CH2:13][CH2:12]3)=[CH:7][CH:8]=2)[CH:3]=[N:2]1.[CH2:18]([NH2:22])[CH:19]([CH3:21])[CH3:20].C(O[BH-](OC(=O)C)OC(=O)C)(=O)C.[Na+].Cl.CO. (5) Given the product [I:20][C:2]1[CH:3]=[C:4]([NH:9][C:10]2[N:15]=[C:14]([C:16]([F:19])([F:18])[F:17])[CH:13]=[CH:12][N:11]=2)[CH:5]=[C:6]([CH3:8])[CH:7]=1, predict the reactants needed to synthesize it. The reactants are: Br[C:2]1[CH:3]=[C:4]([NH:9][C:10]2[N:15]=[C:14]([C:16]([F:19])([F:18])[F:17])[CH:13]=[CH:12][N:11]=2)[CH:5]=[C:6]([CH3:8])[CH:7]=1.[I-:20].[Na+]. (6) The reactants are: [C:1]([O:4][C@@H:5]1[CH2:9][C@@H:8]([CH2:10][OH:11])[O:7][C@H:6]1[N:12]1[CH:20]=[N:19][C:18]2[C:13]1=[N:14][CH:15]=[N:16][C:17]=2[NH:21][C@@H:22]1[C:30]2[C:25](=[CH:26][CH:27]=[CH:28][CH:29]=2)[CH2:24][CH2:23]1)(=[O:3])[CH3:2].C(N(CC)CC)C.Cl[S:39]([NH2:42])(=[O:41])=[O:40]. Given the product [C:1]([O:4][C@@H:5]1[CH2:9][C@@H:8]([CH2:10][O:11][S:39](=[O:41])(=[O:40])[NH2:42])[O:7][C@H:6]1[N:12]1[CH:20]=[N:19][C:18]2[C:13]1=[N:14][CH:15]=[N:16][C:17]=2[NH:21][C@@H:22]1[C:30]2[C:25](=[CH:26][CH:27]=[CH:28][CH:29]=2)[CH2:24][CH2:23]1)(=[O:3])[CH3:2], predict the reactants needed to synthesize it.